This data is from Reaction yield outcomes from USPTO patents with 853,638 reactions. The task is: Predict the reaction yield, written as a fraction of the theoretical maximum amount of product (1.0 means a 100% yield; for example, 0.34 means a 34% yield). The reactants are [Cl:1][C:2]1[CH:9]=[CH:8][C:5]([CH:6]=O)=[CH:4][N:3]=1.[CH3:10][N:11]1[CH2:16][CH2:15][NH:14][CH2:13][CH2:12]1.C(O)(=O)C.C(O[BH-](OC(=O)C)OC(=O)C)(=O)C.[Na+]. The catalyst is C(Cl)Cl.O. The product is [Cl:1][C:2]1[N:3]=[CH:4][C:5]([CH2:6][N:14]2[CH2:15][CH2:16][N:11]([CH3:10])[CH2:12][CH2:13]2)=[CH:8][CH:9]=1. The yield is 0.847.